From a dataset of Full USPTO retrosynthesis dataset with 1.9M reactions from patents (1976-2016). Predict the reactants needed to synthesize the given product. (1) Given the product [C:1]([O:5][C:6]([N:8]1[C:13](=[O:14])[CH:12]=[C:11]([C:41]2[CH:42]=[CH:43][C:38]([O:37][CH3:36])=[CH:39][CH:40]=2)[CH2:10][C@H:9]1[C:26]([O:28][CH2:29][C:30]1[CH:31]=[CH:32][CH:33]=[CH:34][CH:35]=1)=[O:27])=[O:7])([CH3:2])([CH3:3])[CH3:4], predict the reactants needed to synthesize it. The reactants are: [C:1]([O:5][C:6]([N:8]1[C:13](=[O:14])[CH:12]=[C:11](OS(C2C(C)=CC=CC=2)(=O)=O)[CH2:10][CH:9]1[C:26]([O:28][CH2:29][C:30]1[CH:35]=[CH:34][CH:33]=[CH:32][CH:31]=1)=[O:27])=[O:7])([CH3:4])([CH3:3])[CH3:2].[CH3:36][O:37][C:38]1[CH:43]=[CH:42][C:41](B(O)O)=[CH:40][CH:39]=1.P([O-])([O-])([O-])=O.[K+].[K+].[K+]. (2) Given the product [ClH:1].[C:29]([NH:24][C@@H:23]([CH2:32][C:33]1[CH:34]=[C:35]([F:40])[CH:36]=[C:37]([F:39])[CH:38]=1)[C@@H:22]([C@@H:10]1[NH:9][CH2:13][C@H:12]([O:14][C:15](=[O:21])[NH:16][C:17]([CH3:19])([CH3:18])[CH3:20])[CH2:11]1)[OH:26])(=[O:31])[CH3:30], predict the reactants needed to synthesize it. The reactants are: [ClH:1].C(OC([N:9]1[CH2:13][C@H:12]([O:14][C:15](=[O:21])[NH:16][C:17]([CH3:20])([CH3:19])[CH3:18])[CH2:11][C@@H:10]1[C@H:22]1[O:26]C(C)(C)[N:24]([C:29](=[O:31])[CH3:30])[C@H:23]1[CH2:32][C:33]1[CH:38]=[C:37]([F:39])[CH:36]=[C:35]([F:40])[CH:34]=1)=O)(C)(C)C. (3) The reactants are: [CH3:1][O:2][C:3]([C@@:5]12[CH2:14][N:13]([S:15]([C:18]3[CH:19]=[N:20][C:21](Cl)=[CH:22][CH:23]=3)(=[O:17])=[O:16])[CH2:12][CH2:11][C:10]1=[CH:9][C:8]1[N:25]([C:28]3[CH:33]=[CH:32][C:31]([F:34])=[CH:30][CH:29]=3)[N:26]=[CH:27][C:7]=1[CH2:6]2)=[O:4].[C:35](=O)([O-])[O-:36].[Cs+].[Cs+]. Given the product [CH3:1][O:2][C:3]([C@@:5]12[CH2:14][N:13]([S:15]([C:18]3[CH:19]=[N:20][C:21]([O:36][CH3:35])=[CH:22][CH:23]=3)(=[O:17])=[O:16])[CH2:12][CH2:11][C:10]1=[CH:9][C:8]1[N:25]([C:28]3[CH:33]=[CH:32][C:31]([F:34])=[CH:30][CH:29]=3)[N:26]=[CH:27][C:7]=1[CH2:6]2)=[O:4], predict the reactants needed to synthesize it. (4) Given the product [F:32][C:33]1[CH:40]=[CH:39][CH:38]=[C:37]([F:41])[C:34]=1[CH2:35][S:12][C:9]1[N:8]([C:13]2[CH:18]=[CH:17][C:16]([F:19])=[CH:15][CH:14]=2)[C:7]([CH2:6][C:5]2[CH:20]=[CH:21][C:22]([O:23][CH3:24])=[C:3]([O:2][CH3:1])[CH:4]=2)=[N:11][N:10]=1, predict the reactants needed to synthesize it. The reactants are: [CH3:1][O:2][C:3]1[CH:4]=[C:5]([CH:20]=[CH:21][C:22]=1[O:23][CH3:24])[CH2:6][C:7]1[N:8]([C:13]2[CH:18]=[CH:17][C:16]([F:19])=[CH:15][CH:14]=2)[C:9]([SH:12])=[N:10][N:11]=1.CCN(CC)CC.[F:32][C:33]1[CH:40]=[CH:39][CH:38]=[C:37]([F:41])[C:34]=1[CH2:35]Br. (5) Given the product [F:27][C:26]1[CH:25]=[CH:24][C:11]([CH2:12][C:13]2[C:22]3[C:17](=[CH:18][CH:19]=[CH:20][CH:21]=3)[C:16](=[O:23])[NH:15][N:14]=2)=[CH:10][C:9]=1[C:7]([N:4]1[CH2:5][CH2:6][C@H:2]([NH:1][CH2:28][C:29]2[CH:34]=[CH:33][N:32]=[CH:31][CH:30]=2)[CH2:3]1)=[O:8], predict the reactants needed to synthesize it. The reactants are: [NH2:1][C@H:2]1[CH2:6][CH2:5][N:4]([C:7]([C:9]2[CH:10]=[C:11]([CH:24]=[CH:25][C:26]=2[F:27])[CH2:12][C:13]2[C:22]3[C:17](=[CH:18][CH:19]=[CH:20][CH:21]=3)[C:16](=[O:23])[NH:15][N:14]=2)=[O:8])[CH2:3]1.[CH:28](=O)[C:29]1[CH:34]=[CH:33][N:32]=[CH:31][CH:30]=1.C(O[BH-](OC(=O)C)OC(=O)C)(=O)C.[Na+]. (6) Given the product [C:1]([C:5]1[CH:35]=[C:8]2[N:9]=[C:10]([CH3:34])[C:11]([CH:22]([CH2:27][CH2:28][CH3:29])[C:23]([OH:25])=[O:24])=[C:12]([C:13]3[CH:21]=[C:20]4[C:16]([CH:17]=[CH:18][NH:19]4)=[CH:15][CH:14]=3)[N:7]2[N:6]=1)([CH3:3])([CH3:4])[CH3:2], predict the reactants needed to synthesize it. The reactants are: [C:1]([C:5]1[CH:35]=[C:8]2[N:9]=[C:10]([CH3:34])[C:11]([CH:22]([CH2:27][C:28]3C=CC=C[CH:29]=3)[C:23]([O:25]C)=[O:24])=[C:12]([C:13]3[CH:21]=[C:20]4[C:16]([CH:17]=[CH:18][NH:19]4)=[CH:15][CH:14]=3)[N:7]2[N:6]=1)([CH3:4])([CH3:3])[CH3:2].[OH-].[Na+].